From a dataset of Reaction yield outcomes from USPTO patents with 853,638 reactions. Predict the reaction yield, written as a fraction of the theoretical maximum amount of product (1.0 means a 100% yield; for example, 0.34 means a 34% yield). (1) The reactants are Br[C:2]1[CH:3]=[C:4]([CH2:16][N:17]([CH3:25])[C:18](=[O:24])[O:19][C:20]([CH3:23])([CH3:22])[CH3:21])[S:5][C:6]=1[S:7]([C:10]1[CH:15]=[CH:14][CH:13]=[CH:12][CH:11]=1)(=[O:9])=[O:8].[F:26][C:27]1[C:32]([CH:33]=[O:34])=[CH:31][CH:30]=[CH:29][C:28]=1B(O)O.C(=O)([O-])[O-].[Na+].[Na+].COCCOC. The catalyst is [Pd].C1(P(C2C=CC=CC=2)C2C=CC=CC=2)C=CC=CC=1.C1(P(C2C=CC=CC=2)C2C=CC=CC=2)C=CC=CC=1.C1(P(C2C=CC=CC=2)C2C=CC=CC=2)C=CC=CC=1.C1(P(C2C=CC=CC=2)C2C=CC=CC=2)C=CC=CC=1.O. The product is [F:26][C:27]1[C:32]([CH:33]=[O:34])=[CH:31][CH:30]=[CH:29][C:28]=1[C:2]1[CH:3]=[C:4]([CH2:16][N:17]([CH3:25])[C:18](=[O:24])[O:19][C:20]([CH3:23])([CH3:22])[CH3:21])[S:5][C:6]=1[S:7]([C:10]1[CH:15]=[CH:14][CH:13]=[CH:12][CH:11]=1)(=[O:9])=[O:8]. The yield is 0.520. (2) The reactants are C(Cl)(=O)C(Cl)=O.CS(C)=O.[C:11]([Si:15]([CH3:29])([CH3:28])[O:16][CH2:17][CH2:18][O:19][CH2:20][CH2:21][C:22]([CH3:27])([CH3:26])[CH2:23][CH2:24][OH:25])([CH3:14])([CH3:13])[CH3:12].C(N(CC)CC)C. The catalyst is ClCCl.O. The product is [C:11]([Si:15]([CH3:29])([CH3:28])[O:16][CH2:17][CH2:18][O:19][CH2:20][CH2:21][C:22]([CH3:27])([CH3:26])[CH2:23][CH:24]=[O:25])([CH3:14])([CH3:13])[CH3:12]. The yield is 0.940. (3) The yield is 0.660. The product is [CH2:13]([C:17]1[N:18]=[C:19]([CH3:46])[N:20]([C:39]2[CH:44]=[CH:43][CH:42]=[C:41]([F:45])[CH:40]=2)[C:21](=[O:38])[C:22]=1[CH2:23][C:24]1[CH:25]=[CH:26][C:27]([C:30]2[CH:35]=[CH:34][CH:33]=[CH:32][C:31]=2[C:36]2[NH:3][C:4](=[O:7])[O:5][N:37]=2)=[CH:28][CH:29]=1)[CH2:14][CH2:15][CH3:16]. The reactants are [Cl-].O[NH3+:3].[C:4](=[O:7])([O-])[OH:5].[Na+].CS(C)=O.[CH2:13]([C:17]1[N:18]=[C:19]([CH3:46])[N:20]([C:39]2[CH:44]=[CH:43][CH:42]=[C:41]([F:45])[CH:40]=2)[C:21](=[O:38])[C:22]=1[CH2:23][C:24]1[CH:29]=[CH:28][C:27]([C:30]2[C:31]([C:36]#[N:37])=[CH:32][CH:33]=[CH:34][CH:35]=2)=[CH:26][CH:25]=1)[CH2:14][CH2:15][CH3:16]. The catalyst is O.C(OCC)(=O)C. (4) The reactants are C(O)(=O)C(C)(C)C.C(=O)([O-])[O-].[K+].[K+].Br[C:15]1[CH:33]=[CH:32][C:31]([Cl:34])=[CH:30][C:16]=1[CH2:17][O:18][C:19]1[CH:28]=[CH:27][CH:26]=[C:25]2[C:20]=1[CH2:21][CH2:22][CH2:23][C:24]2=[O:29]. The catalyst is CC(N(C)C)=O.C([O-])(=O)C(C)(C)C.[Pd+2].C([O-])(=O)C(C)(C)C.FC1C=CC(P(C2C=CC(F)=CC=2)C2C=CC(F)=CC=2)=CC=1. The product is [Cl:34][C:31]1[CH:32]=[CH:33][C:15]2[C:28]3[C:19](=[C:20]4[CH2:21][CH2:22][CH2:23][C:24](=[O:29])[C:25]4=[CH:26][CH:27]=3)[O:18][CH2:17][C:16]=2[CH:30]=1. The yield is 0.970. (5) The reactants are [N:1]12[CH2:8][CH2:7][C:4]([CH2:9][N:10]3[CH2:19][C:18]4=[N:20][NH:21][C:16]5[C:17]4=[C:12]([CH:13]=[CH:14][CH:15]=5)[C:11]3=[O:22])([CH2:5][CH2:6]1)[CH2:3][CH2:2]2.[ClH:23]. No catalyst specified. The product is [ClH:23].[N:1]12[CH2:8][CH2:7][C:4]([CH2:9][N:10]3[CH2:19][C:18]4=[N:20][NH:21][C:16]5[C:17]4=[C:12]([CH:13]=[CH:14][CH:15]=5)[C:11]3=[O:22])([CH2:5][CH2:6]1)[CH2:3][CH2:2]2. The yield is 0.580.